From a dataset of NCI-60 drug combinations with 297,098 pairs across 59 cell lines. Regression. Given two drug SMILES strings and cell line genomic features, predict the synergy score measuring deviation from expected non-interaction effect. Drug 1: CC1C(C(CC(O1)OC2CC(CC3=C2C(=C4C(=C3O)C(=O)C5=C(C4=O)C(=CC=C5)OC)O)(C(=O)C)O)N)O.Cl. Drug 2: C1CCC(C(C1)N)N.C(=O)(C(=O)[O-])[O-].[Pt+4]. Cell line: A498. Synergy scores: CSS=29.2, Synergy_ZIP=-8.57, Synergy_Bliss=-2.74, Synergy_Loewe=-2.00, Synergy_HSA=-0.841.